From a dataset of Forward reaction prediction with 1.9M reactions from USPTO patents (1976-2016). Predict the product of the given reaction. Given the reactants Br[C:2]1[N:6]2[CH:7]=[CH:8][C:9]([C:11]3[CH:12]=[C:13]([CH:18]=[CH:19][CH:20]=3)[C:14]([NH:16][CH3:17])=[O:15])=[CH:10][C:5]2=[N:4][CH:3]=1.[N:21]1([C:26]2[CH:27]=[C:28](B(O)O)[CH:29]=[CH:30][CH:31]=2)[CH:25]=[CH:24][CH:23]=[N:22]1.O.C([O-])([O-])=O.[Na+].[Na+], predict the reaction product. The product is: [CH3:17][NH:16][C:14](=[O:15])[C:13]1[CH:18]=[CH:19][CH:20]=[C:11]([C:9]2[CH:8]=[CH:7][N:6]3[C:2]([C:30]4[CH:29]=[CH:28][CH:27]=[C:26]([N:21]5[CH:25]=[CH:24][CH:23]=[N:22]5)[CH:31]=4)=[CH:3][N:4]=[C:5]3[CH:10]=2)[CH:12]=1.